From a dataset of Catalyst prediction with 721,799 reactions and 888 catalyst types from USPTO. Predict which catalyst facilitates the given reaction. (1) Reactant: [CH:1]([C@H:14]1[CH2:19][C@H:18](OS(C)(=O)=O)[CH2:17][CH2:16][O:15]1)([C:8]1[CH:13]=[CH:12][CH:11]=[CH:10][CH:9]=1)[C:2]1[CH:7]=[CH:6][CH:5]=[CH:4][CH:3]=1.[N-:25]=[N+:26]=[N-:27].[Na+]. Product: [N:25]([C@H:18]1[CH2:17][CH2:16][O:15][C@@H:14]([CH:1]([C:8]2[CH:13]=[CH:12][CH:11]=[CH:10][CH:9]=2)[C:2]2[CH:7]=[CH:6][CH:5]=[CH:4][CH:3]=2)[CH2:19]1)=[N+:26]=[N-:27]. The catalyst class is: 369. (2) Reactant: [CH2:1]([C:3]1[N:4]([C:28]2[CH:33]=[CH:32][C:31]([OH:34])=[CH:30][CH:29]=2)[C:5](=[O:27])[C:6]([CH2:12][C:13]2[CH:18]=[CH:17][C:16]([C:19]3[C:20]([C:25]#[N:26])=[CH:21][CH:22]=[CH:23][CH:24]=3)=[CH:15][CH:14]=2)=[C:7]([CH2:9][CH2:10][CH3:11])[N:8]=1)[CH3:2].[Si](O[CH:43]1[CH2:48][CH2:47][CH2:46][CH:45]([OH:49])[CH2:44]1)(C(C)(C)C)(C)C.C1(P(C2C=CC=CC=2)C2C=CC=CC=2)C=CC=CC=1.[N:70]([C:71]([O:73]C(C)C)=[O:72])=[N:70][C:71]([O:73]C(C)C)=[O:72]. Product: [CH2:1]([C:3]1[N:4]([C:28]2[CH:33]=[CH:32][C:31]([O:34][CH:47]3[CH2:48][CH2:43][CH2:44][CH:45]([OH:49])[CH2:46]3)=[CH:30][CH:29]=2)[C:5](=[O:27])[C:6]([CH2:12][C:13]2[CH:18]=[CH:17][C:16]([C:19]3[CH:24]=[CH:23][CH:22]=[CH:21][C:20]=3[C:25]3[NH:70][C:71](=[O:72])[O:73][N:26]=3)=[CH:15][CH:14]=2)=[C:7]([CH2:9][CH2:10][CH3:11])[N:8]=1)[CH3:2]. The catalyst class is: 30. (3) Reactant: N#N.Br[C:4]1[CH:9]=[C:8]([C:10]2([CH3:15])[O:14][CH2:13][CH2:12][O:11]2)[CH:7]=[CH:6][N:5]=1.[Li]CCCC.CN([CH:24]=[O:25])C.[NH4+].[Cl-]. Product: [CH3:15][C:10]1([C:8]2[CH:7]=[CH:6][N:5]=[C:4]([CH:24]=[O:25])[CH:9]=2)[O:14][CH2:13][CH2:12][O:11]1. The catalyst class is: 28. (4) Reactant: [NH2:1][C:2]1[CH:3]=[C:4]([CH:8]=[CH:9][C:10]=1[F:11])[C:5]([OH:7])=O.C(N(C(C)C)CC)(C)C.CN(C(ON1N=NC2C=CC=NC1=2)=[N+](C)C)C.F[P-](F)(F)(F)(F)F.[NH2:45][C@@H:46]1[C:54]2[C:49](=[CH:50][CH:51]=[CH:52][CH:53]=2)[CH2:48][C@@H:47]1[OH:55]. Product: [NH2:1][C:2]1[CH:3]=[C:4]([CH:8]=[CH:9][C:10]=1[F:11])[C:5]([NH:45][C@@H:46]1[C:54]2[C:49](=[CH:50][CH:51]=[CH:52][CH:53]=2)[CH2:48][C@@H:47]1[OH:55])=[O:7]. The catalyst class is: 39. (5) Reactant: [CH3:1][O:2][C:3](=[O:32])[C:4]1[CH:9]=[C:8]([O:10][C:11]2[CH:16]=[CH:15][C:14]([N+:17]([O-])=O)=[C:13]([Cl:20])[CH:12]=2)[CH:7]=[CH:6][C:5]=1[NH:21][S:22]([C:25]1[CH:30]=[CH:29][C:28]([CH3:31])=[CH:27][CH:26]=1)(=[O:24])=[O:23].[H][H]. Product: [CH3:1][O:2][C:3](=[O:32])[C:4]1[CH:9]=[C:8]([O:10][C:11]2[CH:16]=[CH:15][C:14]([NH2:17])=[C:13]([Cl:20])[CH:12]=2)[CH:7]=[CH:6][C:5]=1[NH:21][S:22]([C:25]1[CH:26]=[CH:27][C:28]([CH3:31])=[CH:29][CH:30]=1)(=[O:24])=[O:23]. The catalyst class is: 358.